Dataset: Peptide-MHC class I binding affinity with 185,985 pairs from IEDB/IMGT. Task: Regression. Given a peptide amino acid sequence and an MHC pseudo amino acid sequence, predict their binding affinity value. This is MHC class I binding data. (1) The peptide sequence is CRGEFLYCKM. The MHC is Mamu-B03 with pseudo-sequence Mamu-B03. The binding affinity (normalized) is 0.143. (2) The peptide sequence is FQWHEAMFL. The MHC is HLA-A25:01 with pseudo-sequence HLA-A25:01. The binding affinity (normalized) is 0.0847. (3) The peptide sequence is DYPDDFMDK. The MHC is HLA-B35:01 with pseudo-sequence HLA-B35:01. The binding affinity (normalized) is 0.0847. (4) The peptide sequence is ISLNKYYNLTM. The MHC is Mamu-B17 with pseudo-sequence Mamu-B17. The binding affinity (normalized) is 0. (5) The peptide sequence is DLAAGVDVV. The MHC is HLA-A02:01 with pseudo-sequence HLA-A02:01. The binding affinity (normalized) is 0.253. (6) The peptide sequence is RQVSVKLLI. The MHC is HLA-A02:06 with pseudo-sequence HLA-A02:06. The binding affinity (normalized) is 1.00.